Dataset: hERG potassium channel inhibition data for cardiac toxicity prediction from Karim et al.. Task: Regression/Classification. Given a drug SMILES string, predict its toxicity properties. Task type varies by dataset: regression for continuous values (e.g., LD50, hERG inhibition percentage) or binary classification for toxic/non-toxic outcomes (e.g., AMES mutagenicity, cardiotoxicity, hepatotoxicity). Dataset: herg_karim. The result is 0 (non-blocker). The molecule is CCNCCN1CCCc2cc(NC(=N)c3cccs3)ccc21.